From a dataset of Forward reaction prediction with 1.9M reactions from USPTO patents (1976-2016). Predict the product of the given reaction. (1) Given the reactants [CH2:1]([O:3][C:4]1[CH:5]=[C:6]([CH:9]=[CH:10][C:11]=1[O:12][CH3:13])[CH:7]=O)[CH3:2].[C:14]([S@:18]([NH2:20])=[O:19])([CH3:17])([CH3:16])[CH3:15].[Na+].[Cl-], predict the reaction product. The product is: [CH2:1]([O:3][C:4]1[CH:5]=[C:6]([CH:9]=[CH:10][C:11]=1[O:12][CH3:13])/[CH:7]=[N:20]/[S:18]([C:14]([CH3:17])([CH3:16])[CH3:15])=[O:19])[CH3:2]. (2) Given the reactants [CH:1]1[C:13]2[CH:12]([CH2:14][O:15][C:16]([N:18]([CH:39]([C:51]#[N:52])[C:40]([CH2:42][O:43][Si:44]([C:47]([CH3:50])([CH3:49])[CH3:48])([CH3:46])[CH3:45])=C)[CH2:19][C@H:20]([N:23]([O:31][CH2:32][C:33]3[CH:38]=[CH:37][CH:36]=[CH:35][CH:34]=3)[C:24](=[O:30])[O:25][C:26]([CH3:29])([CH3:28])[CH3:27])[CH:21]=C)=[O:17])[C:11]3[C:6](=[CH:7][CH:8]=[CH:9][CH:10]=3)[C:5]=2[CH:4]=[CH:3][CH:2]=1, predict the reaction product. The product is: [CH2:32]([O:31][N:23]([C:24]([O:25][C:26]([CH3:29])([CH3:27])[CH3:28])=[O:30])[C@H:20]1[CH2:19][N:18]([C:16]([O:15][CH2:14][CH:12]2[C:13]3[CH:1]=[CH:2][CH:3]=[CH:4][C:5]=3[C:6]3[C:11]2=[CH:10][CH:9]=[CH:8][CH:7]=3)=[O:17])[CH:39]([C:51]#[N:52])[C:40]([CH2:42][O:43][Si:44]([C:47]([CH3:48])([CH3:49])[CH3:50])([CH3:46])[CH3:45])=[CH:21]1)[C:33]1[CH:34]=[CH:35][CH:36]=[CH:37][CH:38]=1. (3) Given the reactants C([O:3][C:4](=[O:20])[CH:5]([O:18][CH3:19])[CH2:6][C:7]1[CH:12]=[CH:11][C:10]([C:13]#[C:14][CH2:15][CH2:16][OH:17])=[CH:9][CH:8]=1)C.O[C:22]1[CH:23]=[C:24]2[C:29](=[CH:30][CH:31]=1)[O:28][C:27]([C:32]1[CH:37]=[CH:36][CH:35]=[CH:34][CH:33]=1)=[CH:26][C:25]2=[O:38].CC(OC(/N=N/C(OC(C)C)=O)=O)C.CCOC(/N=N/C(OCC)=O)=O, predict the reaction product. The product is: [CH3:19][O:18][C@@H:5]([CH2:6][C:7]1[CH:8]=[CH:9][C:10]([C:13]#[C:14][CH2:15][CH2:16][O:17][C:22]2[CH:23]=[C:24]3[C:29](=[CH:30][CH:31]=2)[O:28][C:27]([C:32]2[CH:33]=[CH:34][CH:35]=[CH:36][CH:37]=2)=[CH:26][C:25]3=[O:38])=[CH:11][CH:12]=1)[C:4]([OH:3])=[O:20].